The task is: Predict which catalyst facilitates the given reaction.. This data is from Catalyst prediction with 721,799 reactions and 888 catalyst types from USPTO. (1) Reactant: [OH:1][C:2]1[CH:3]=[CH:4][C:5]([C:8]([O:10][CH3:11])=[O:9])=[N:6][CH:7]=1.C(=O)([O-])[O-].[K+].[K+].Br[C:19]1[CH:24]=[CH:23][CH:22]=[CH:21][N:20]=1. Product: [N:20]1[CH:21]=[CH:22][CH:23]=[CH:24][C:19]=1[O:1][C:2]1[CH:3]=[CH:4][C:5]([C:8]([O:10][CH3:11])=[O:9])=[N:6][CH:7]=1. The catalyst class is: 3. (2) Reactant: C(N1C=CN=C1)(N1C=CN=C1)=O.[Cl:13][C:14]1[C:15]([F:23])=[C:16]([CH:20]=[CH:21][N:22]=1)[C:17](O)=[O:18].[BH4-].[Na+].Cl. Product: [Cl:13][C:14]1[C:15]([F:23])=[C:16]([CH2:17][OH:18])[CH:20]=[CH:21][N:22]=1. The catalyst class is: 20.